Dataset: Full USPTO retrosynthesis dataset with 1.9M reactions from patents (1976-2016). Task: Predict the reactants needed to synthesize the given product. (1) The reactants are: [N+:1]([C:4]1[CH:13]=[CH:12][CH:11]=[C:10]2[C:5]=1[CH:6]=[CH:7]O[C:9]2=[O:14])([O-:3])=[O:2].[NH:15]1[CH:19]=[CH:18][C:17]([NH2:20])=[N:16]1.CO. Given the product [N+:1]([C:4]1[CH:13]=[CH:12][CH:11]=[C:10]2[C:5]=1[CH:6]=[CH:7][N:20]([C:17]1[CH:18]=[CH:19][NH:15][N:16]=1)[C:9]2=[O:14])([O-:3])=[O:2], predict the reactants needed to synthesize it. (2) The reactants are: C([O:3][C:4](=[O:34])[C:5]1[CH:10]=[C:9]([N:11]2[C:15]([CH3:16])=[CH:14][CH:13]=[C:12]2[C:17]2[CH:22]=[C:21]([Cl:23])[CH:20]=[CH:19][C:18]=2[O:24][CH2:25][C:26]2[CH:31]=[CH:30][C:29]([O:32][CH3:33])=[CH:28][CH:27]=2)[CH:8]=[N:7][CH:6]=1)C.C(O)C. Given the product [Cl:23][C:21]1[CH:20]=[CH:19][C:18]([O:24][CH2:25][C:26]2[CH:27]=[CH:28][C:29]([O:32][CH3:33])=[CH:30][CH:31]=2)=[C:17]([C:12]2[N:11]([C:9]3[CH:8]=[N:7][CH:6]=[C:5]([CH:10]=3)[C:4]([OH:34])=[O:3])[C:15]([CH3:16])=[CH:14][CH:13]=2)[CH:22]=1, predict the reactants needed to synthesize it.